Dataset: Retrosynthesis with 50K atom-mapped reactions and 10 reaction types from USPTO. Task: Predict the reactants needed to synthesize the given product. Given the product O=S(=O)(OCC(F)(F)C(F)F)C(F)(F)C(F)(F)C(F)(F)C(F)(F)F, predict the reactants needed to synthesize it. The reactants are: O=S(=O)(F)C(F)(F)C(F)(F)C(F)(F)C(F)(F)F.OCC(F)(F)C(F)F.